This data is from Peptide-MHC class I binding affinity with 185,985 pairs from IEDB/IMGT. The task is: Regression. Given a peptide amino acid sequence and an MHC pseudo amino acid sequence, predict their binding affinity value. This is MHC class I binding data. The peptide sequence is CSYKIGHHV. The MHC is HLA-A29:02 with pseudo-sequence HLA-A29:02. The binding affinity (normalized) is 0.0592.